Dataset: Forward reaction prediction with 1.9M reactions from USPTO patents (1976-2016). Task: Predict the product of the given reaction. (1) Given the reactants [CH:1]([NH:4][CH2:5][C:6]([NH:8][CH2:9][C:10]1[CH:15]=[C:14]([C:16]2[CH:21]=[CH:20][C:19]([C:22]([F:25])([F:24])[F:23])=[CH:18][CH:17]=2)[N:13]=[CH:12][N:11]=1)=[O:7])([CH3:3])[CH3:2].C(N(CC)C(C)C)(C)C.[N:35]1[CH:40]=[CH:39][N:38]=[CH:37][C:36]=1[S:41](Cl)(=[O:43])=[O:42].C(OCC)(=O)C, predict the reaction product. The product is: [CH:1]([N:4]([S:41]([C:36]1[CH:37]=[N:38][CH:39]=[CH:40][N:35]=1)(=[O:43])=[O:42])[CH2:5][C:6]([NH:8][CH2:9][C:10]1[CH:15]=[C:14]([C:16]2[CH:17]=[CH:18][C:19]([C:22]([F:24])([F:25])[F:23])=[CH:20][CH:21]=2)[N:13]=[CH:12][N:11]=1)=[O:7])([CH3:3])[CH3:2]. (2) The product is: [CH3:18][O:17][C:14]1[CH:13]=[CH:12][C:11]([CH2:10][N:7]2[CH2:8][CH2:9][C:4]3[C:1]([CH3:2])=[N:29][N:28]([C:27]4[CH:22]=[CH:23][C:24]([S:30]([NH2:33])(=[O:32])=[O:31])=[CH:25][CH:26]=4)[C:5]=3[C:6]2=[O:19])=[CH:16][CH:15]=1. Given the reactants [C:1]([C:4]1[CH2:9][CH2:8][N:7]([CH2:10][C:11]2[CH:16]=[CH:15][C:14]([O:17][CH3:18])=[CH:13][CH:12]=2)[C:6](=[O:19])[C:5]=1OC)(=O)[CH3:2].[CH:22]1[C:27]([NH:28][NH2:29])=[CH:26][CH:25]=[C:24]([S:30]([NH2:33])(=[O:32])=[O:31])[CH:23]=1.Cl, predict the reaction product. (3) Given the reactants Cl[C:2]1[N:7]=[C:6]2[N:8]([CH:11]3[CH2:16][CH2:15][N:14]([C:17]([O:19][CH3:20])=[O:18])[CH2:13][CH2:12]3)[N:9]=[CH:10][C:5]2=[C:4]([N:21]2[CH2:26][CH2:25][O:24][CH2:23][CH2:22]2)[N:3]=1.[NH2:27][C:28]1[CH:33]=[CH:32][C:31](B2OC(C)(C)C(C)(C)O2)=[CH:30][CH:29]=1.C(=O)([O-])[O-].[Na+].[Na+], predict the reaction product. The product is: [NH2:27][C:28]1[CH:33]=[CH:32][C:31]([C:2]2[N:7]=[C:6]3[N:8]([CH:11]4[CH2:16][CH2:15][N:14]([C:17]([O:19][CH3:20])=[O:18])[CH2:13][CH2:12]4)[N:9]=[CH:10][C:5]3=[C:4]([N:21]3[CH2:26][CH2:25][O:24][CH2:23][CH2:22]3)[N:3]=2)=[CH:30][CH:29]=1. (4) The product is: [F:11][C:12]1[CH:17]=[CH:16][CH:15]=[CH:14][C:13]=1[C@H:18]1[CH2:23][CH2:22][CH2:21][C@@H:20]([CH:24]=[CH2:25])[N:19]1[C:29](=[O:30])[CH2:28][CH:26]=[CH2:27]. Given the reactants C(P(=O)(OCC)OCC)#N.[F:11][C:12]1[CH:17]=[CH:16][CH:15]=[CH:14][C:13]=1[C@H:18]1[CH2:23][CH2:22][CH2:21][C@@H:20]([CH:24]=[CH2:25])[NH:19]1.[CH:26]([CH2:28][C:29](O)=[O:30])=[CH2:27].Cl, predict the reaction product. (5) Given the reactants [CH3:1][NH:2][NH:3][C:4]([C:6]1[C:11]([CH3:12])=[CH:10][CH:9]=[CH:8][N:7]=1)=[NH:5].[Cl:13][C:14]1[CH:15]=[CH:16][C:17]([OH:22])=[C:18]([CH:21]=1)[CH:19]=O, predict the reaction product. The product is: [Cl:13][C:14]1[CH:15]=[CH:16][C:17]([OH:22])=[C:18]([C:19]2[N:2]([CH3:1])[N:3]=[C:4]([C:6]3[C:11]([CH3:12])=[CH:10][CH:9]=[CH:8][N:7]=3)[N:5]=2)[CH:21]=1. (6) Given the reactants [F:1][C:2]([F:30])([F:29])[C:3]1[CH:4]=[C:5]([C@H:9]([O:11][C:12](=[O:28])[NH:13][C:14]2[N:15]([C:21]3[CH:26]=[CH:25][C:24](Br)=[CH:23][CH:22]=3)[N:16]=[N:17][C:18]=2[CH2:19][CH3:20])[CH3:10])[CH:6]=[CH:7][CH:8]=1.CC1(C)C(C)(C)OB([C:39]2[CH:44]=[CH:43][C:42]([C:45]3([C:48]([O:50][CH3:51])=[O:49])[CH2:47][CH2:46]3)=[CH:41][CH:40]=2)O1.C1(P(C2CCCCC2)C2C=CC=CC=2C2C(OC)=CC=CC=2OC)CCCCC1.[O-]P([O-])([O-])=O.[K+].[K+].[K+], predict the reaction product. The product is: [CH3:51][O:50][C:48]([C:45]1([C:42]2[CH:43]=[CH:44][C:39]([C:24]3[CH:25]=[CH:26][C:21]([N:15]4[C:14]([NH:13][C:12]([O:11][C@@H:9]([C:5]5[CH:6]=[CH:7][CH:8]=[C:3]([C:2]([F:30])([F:29])[F:1])[CH:4]=5)[CH3:10])=[O:28])=[C:18]([CH2:19][CH3:20])[N:17]=[N:16]4)=[CH:22][CH:23]=3)=[CH:40][CH:41]=2)[CH2:47][CH2:46]1)=[O:49]. (7) The product is: [CH:1]1([C:4]2[CH:13]=[C:12]3[C:7]([C:8]([NH:43][C:40]4[CH:39]=[C:38]([CH3:37])[NH:42][N:41]=4)=[N:9][C:10]([C:14]([F:23])([F:22])[C:15]4[CH:20]=[CH:19][C:18]([F:21])=[CH:17][N:16]=4)=[N:11]3)=[CH:6][CH:5]=2)[CH2:3][CH2:2]1. Given the reactants [CH:1]1([C:4]2[CH:13]=[C:12]3[C:7]([C:8](SC)=[N:9][C:10]([C:14]([F:23])([F:22])[C:15]4[CH:20]=[CH:19][C:18]([F:21])=[CH:17][N:16]=4)=[N:11]3)=[CH:6][CH:5]=2)[CH2:3][CH2:2]1.ClC1C=C(C=CC=1)C(OO)=O.[CH3:37][C:38]1[NH:42][N:41]=[C:40]([NH2:43])[CH:39]=1, predict the reaction product.